Dataset: Peptide-MHC class II binding affinity with 134,281 pairs from IEDB. Task: Regression. Given a peptide amino acid sequence and an MHC pseudo amino acid sequence, predict their binding affinity value. This is MHC class II binding data. (1) The peptide sequence is YVDRFYKTLRAEQASQEV. The MHC is HLA-DQA10102-DQB10602 with pseudo-sequence HLA-DQA10102-DQB10602. The binding affinity (normalized) is 0.382. (2) The peptide sequence is PDAEKIVAAVIEKKL. The MHC is HLA-DQA10401-DQB10402 with pseudo-sequence HLA-DQA10401-DQB10402. The binding affinity (normalized) is 0.367. (3) The peptide sequence is VRYTTEGGTKTEAEDVIPEG. The MHC is DRB1_0401 with pseudo-sequence DRB1_0401. The binding affinity (normalized) is 0.225. (4) The peptide sequence is VTFHVEKGSNPNYLA. The MHC is HLA-DQA10501-DQB10301 with pseudo-sequence HLA-DQA10501-DQB10301. The binding affinity (normalized) is 0.269. (5) The peptide sequence is SFQEFRSNHPSKNDL. The MHC is DRB1_0101 with pseudo-sequence DRB1_0101. The binding affinity (normalized) is 0.648. (6) The peptide sequence is LQPETFAVVDLNKMR. The MHC is DRB5_0101 with pseudo-sequence DRB5_0101. The binding affinity (normalized) is 0.489. (7) The MHC is HLA-DQA10501-DQB10201 with pseudo-sequence HLA-DQA10501-DQB10201. The peptide sequence is ENKYFAATQFEPLAA. The binding affinity (normalized) is 0.431. (8) The peptide sequence is VFCSELPDFACSG. The MHC is HLA-DQA10501-DQB10301 with pseudo-sequence HLA-DQA10501-DQB10301. The binding affinity (normalized) is 0.117.